From a dataset of Reaction yield outcomes from USPTO patents with 853,638 reactions. Predict the reaction yield, written as a fraction of the theoretical maximum amount of product (1.0 means a 100% yield; for example, 0.34 means a 34% yield). (1) The reactants are [P:1]([O:13][CH2:14][CH2:15][NH:16][CH2:17][CH3:18])([O:8][C:9]([CH3:12])([CH3:11])[CH3:10])([O:3][C:4]([CH3:7])([CH3:6])[CH3:5])=[O:2].O=[CH:20][CH2:21][C@@H:22]([NH:31][C:32]1[CH:37]=[CH:36][C:35]([S:38]([NH2:41])(=[O:40])=[O:39])=[CH:34][C:33]=1[S:42]([C:45]([F:48])([F:47])[F:46])(=[O:44])=[O:43])[CH2:23][S:24][C:25]1[CH:30]=[CH:29][CH:28]=[CH:27][CH:26]=1.C(O[BH-](OC(=O)C)OC(=O)C)(=O)C.[Na+].[OH-].[Na+]. The catalyst is ClCCCl.C(Cl)Cl. The product is [P:1]([O:13][CH2:14][CH2:15][N:16]([CH2:17][CH3:18])[CH2:20][CH2:21][C@@H:22]([NH:31][C:32]1[CH:37]=[CH:36][C:35]([S:38](=[O:39])(=[O:40])[NH2:41])=[CH:34][C:33]=1[S:42]([C:45]([F:48])([F:46])[F:47])(=[O:43])=[O:44])[CH2:23][S:24][C:25]1[CH:26]=[CH:27][CH:28]=[CH:29][CH:30]=1)([O:3][C:4]([CH3:5])([CH3:6])[CH3:7])([O:8][C:9]([CH3:10])([CH3:11])[CH3:12])=[O:2]. The yield is 0.500. (2) The reactants are C(NC(C)C)(C)C.C([Li])CCC.C(N([Li])C(C)C)(C)C.[CH3:21][CH:22]1[CH2:27][CH2:26][C:25](=[O:28])[CH2:24][CH2:23]1.[CH3:29][Si:30](Cl)([CH3:32])[CH3:31].C(=O)(O)[O-].[Na+]. The catalyst is C1COCC1. The product is [CH3:21][CH:22]1[CH2:27][CH2:26][C:25]([O:28][Si:30]([CH3:32])([CH3:31])[CH3:29])=[CH:24][CH2:23]1. The yield is 0.960. (3) The reactants are Br[C:2]1[CH:7]=[CH:6][C:5]([N:8]2[CH:12]=[C:11]([CH3:13])[CH:10]=[C:9]2[C:14]2[CH:19]=[CH:18][C:17]([S:20]([CH3:23])(=[O:22])=[O:21])=[CH:16][CH:15]=2)=[CH:4][CH:3]=1.C([Sn](CCCC)(CCCC)[C:29]1[O:30][CH:31]=[CH:32][CH:33]=1)CCC.[Li+].[Cl-]. The catalyst is O1CCOCC1.C1C=CC([P]([Pd]([P](C2C=CC=CC=2)(C2C=CC=CC=2)C2C=CC=CC=2)([P](C2C=CC=CC=2)(C2C=CC=CC=2)C2C=CC=CC=2)[P](C2C=CC=CC=2)(C2C=CC=CC=2)C2C=CC=CC=2)(C2C=CC=CC=2)C2C=CC=CC=2)=CC=1. The product is [O:30]1[CH:31]=[CH:32][CH:33]=[C:29]1[C:2]1[CH:7]=[CH:6][C:5]([N:8]2[CH:12]=[C:11]([CH3:13])[CH:10]=[C:9]2[C:14]2[CH:19]=[CH:18][C:17]([S:20]([CH3:23])(=[O:22])=[O:21])=[CH:16][CH:15]=2)=[CH:4][CH:3]=1. The yield is 0.265. (4) The reactants are [O:1]=[C:2]1[C:6]2([CH2:11][CH2:10][NH:9][CH2:8][CH2:7]2)[N:5]([C:12]2[CH:17]=[CH:16][CH:15]=[CH:14][CH:13]=2)[CH2:4][N:3]1[C:18]1[CH:30]=[CH:29][C:21]([C:22]([O:24][C:25]([CH3:28])([CH3:27])[CH3:26])=[O:23])=[CH:20][CH:19]=1.I[CH2:32][CH2:33][CH2:34][C:35]([C:37]1[CH:42]=[CH:41][CH:40]=[CH:39][CH:38]=1)=[O:36].C(=O)([O-])[O-].[K+].[K+]. The catalyst is CN(C)C=O.C(OCC)(=O)C. The product is [O:1]=[C:2]1[C:6]2([CH2:11][CH2:10][N:9]([CH2:32][CH2:33][CH2:34][C:35](=[O:36])[C:37]3[CH:42]=[CH:41][CH:40]=[CH:39][CH:38]=3)[CH2:8][CH2:7]2)[N:5]([C:12]2[CH:13]=[CH:14][CH:15]=[CH:16][CH:17]=2)[CH2:4][N:3]1[C:18]1[CH:19]=[CH:20][C:21]([C:22]([O:24][C:25]([CH3:27])([CH3:26])[CH3:28])=[O:23])=[CH:29][CH:30]=1. The yield is 0.800.